This data is from Full USPTO retrosynthesis dataset with 1.9M reactions from patents (1976-2016). The task is: Predict the reactants needed to synthesize the given product. (1) Given the product [Cl:1][C:2]1[CH:7]=[CH:6][C:5]([CH2:8][CH2:9][O:10][C:14]2[C:15]3[C:22]([CH3:23])=[CH:21][S:20][C:16]=3[N:17]=[CH:18][N:19]=2)=[CH:4][CH:3]=1, predict the reactants needed to synthesize it. The reactants are: [Cl:1][C:2]1[CH:7]=[CH:6][C:5]([CH2:8][CH2:9][OH:10])=[CH:4][CH:3]=1.[H-].[Na+].Br[C:14]1[C:15]2[C:22]([CH3:23])=[CH:21][S:20][C:16]=2[N:17]=[CH:18][N:19]=1. (2) Given the product [CH2:1]([CH:3]([CH2:7][C:8]1[CH:13]=[CH:12][C:11]([O:14][CH3:15])=[C:10]([CH2:16][CH2:17][CH2:18][C:19]2[CH:24]=[CH:23][C:22]([C:25]([F:26])([F:27])[F:28])=[CH:21][CH:20]=2)[CH:9]=1)[C:4]([OH:6])=[O:5])[CH3:2], predict the reactants needed to synthesize it. The reactants are: [CH2:1]([CH:3]([CH2:7][C:8]1[CH:13]=[CH:12][C:11]([O:14][CH3:15])=[C:10]([C:16](=O)[CH2:17][CH2:18][C:19]2[CH:24]=[CH:23][C:22]([C:25]([F:28])([F:27])[F:26])=[CH:21][CH:20]=2)[CH:9]=1)[C:4]([OH:6])=[O:5])[CH3:2].